This data is from Full USPTO retrosynthesis dataset with 1.9M reactions from patents (1976-2016). The task is: Predict the reactants needed to synthesize the given product. Given the product [OH:8][C@@H:9]1[CH2:10][N:11]([C:39]([O:41][C:42]([CH3:43])([CH3:44])[CH3:45])=[O:40])[C@H:12]([CH3:15])[CH2:13][CH2:14]1, predict the reactants needed to synthesize it. The reactants are: CC1C=CN=C([O:8][C@@H:9]2[CH2:14][CH2:13][C@@H:12]([CH3:15])[N:11](C(C3C=CC=CC=3N3N=CC=N3)=O)[CH2:10]2)C=1C#N.[C:39](O[C:39]([O:41][C:42]([CH3:45])([CH3:44])[CH3:43])=[O:40])([O:41][C:42]([CH3:45])([CH3:44])[CH3:43])=[O:40].